This data is from Reaction yield outcomes from USPTO patents with 853,638 reactions. The task is: Predict the reaction yield, written as a fraction of the theoretical maximum amount of product (1.0 means a 100% yield; for example, 0.34 means a 34% yield). (1) The reactants are [CH3:1][N:2]1[C:7](=[O:8])[C:6]([NH:9][C:10]2[CH:15]=[N:14][CH:13]=[CH:12][N:11]=2)=[CH:5][C:4]([C:16]2[CH:21]=[CH:20][N:19]=[C:18]([N:22]3[C:34](=[O:35])[C:33]4[S:32][C:31]5[CH2:30][CH2:29][CH2:28][CH2:27][C:26]=5[C:25]=4[CH:24]=[N:23]3)[C:17]=2[CH:36]=[O:37])=[CH:3]1.[BH4-].[Na+]. The catalyst is CO. The product is [OH:37][CH2:36][C:17]1[C:18]([N:22]2[C:34](=[O:35])[C:33]3[S:32][C:31]4[CH2:30][CH2:29][CH2:28][CH2:27][C:26]=4[C:25]=3[CH:24]=[N:23]2)=[N:19][CH:20]=[CH:21][C:16]=1[C:4]1[CH:5]=[C:6]([NH:9][C:10]2[CH:15]=[N:14][CH:13]=[CH:12][N:11]=2)[C:7](=[O:8])[N:2]([CH3:1])[CH:3]=1. The yield is 0.300. (2) The yield is 0.370. The reactants are Br[CH2:2][CH2:3][O:4][C:5]1[C:10]([C:11]2[CH:16]=[CH:15][C:14]([S:17]([CH3:20])(=[O:19])=[O:18])=[CH:13][CH:12]=2)=[CH:9][C:8]([C:21]2[NH:30][C:29](=[O:31])[C:28]3[C:23](=[CH:24][C:25]([O:34][CH3:35])=[CH:26][C:27]=3[O:32][CH3:33])[N:22]=2)=[CH:7][CH:6]=1.[CH:36]([NH2:39])([CH3:38])[CH3:37]. The product is [CH:36]([NH:39][CH2:2][CH2:3][O:4][C:5]1[C:10]([C:11]2[CH:16]=[CH:15][C:14]([S:17]([CH3:20])(=[O:19])=[O:18])=[CH:13][CH:12]=2)=[CH:9][C:8]([C:21]2[NH:30][C:29](=[O:31])[C:28]3[C:23](=[CH:24][C:25]([O:34][CH3:35])=[CH:26][C:27]=3[O:32][CH3:33])[N:22]=2)=[CH:7][CH:6]=1)([CH3:38])[CH3:37]. The catalyst is CS(C)=O. (3) The reactants are C(OC([NH:8][CH2:9][C:10]([NH:12][C@H:13]([CH3:37])[C:14]([NH:16][C:17]1[CH:22]=[CH:21][CH:20]=[CH:19][C:18]=1/[CH:23]=[CH:24]/[CH2:25][CH2:26][C@H:27]([CH3:36])[C:28](OCC(Cl)(Cl)Cl)=[O:29])=[O:15])=[O:11])=O)(C)(C)C.FC(F)(F)C(O)=O. The catalyst is C(Cl)Cl. The product is [CH3:37][C@@H:13]1[C:14](=[O:15])[NH:16][C:17]2[CH:22]=[CH:21][CH:20]=[CH:19][C:18]=2[CH:23]=[CH:24][CH2:25][CH2:26][C@H:27]([CH3:36])[C:28](=[O:29])[NH:8][CH2:9][C:10](=[O:11])[NH:12]1. The yield is 0.250. (4) The reactants are Cl.[NH2:2][C:3]1([C:9]([OH:11])=[O:10])[CH2:8][CH2:7][O:6][CH2:5][CH2:4]1.[CH3:12][Si](C=[N+]=[N-])(C)C.C(OCC)C. The catalyst is CO. The product is [NH2:2][C:3]1([C:9]([O:11][CH3:12])=[O:10])[CH2:8][CH2:7][O:6][CH2:5][CH2:4]1. The yield is 0.990. (5) The reactants are [CH2:1]([C@H:6]1[CH2:11][CH2:10][C@H:9]([C:12]2[CH:25]=[CH:24][C:15]([O:16][C:17]3[CH:22]=[CH:21][CH:20]=[CH:19][C:18]=3[OH:23])=[CH:14][CH:13]=2)[CH2:8][CH2:7]1)[CH2:2][CH2:3][CH2:4][CH3:5].BrCCCCCCO.C(=O)([O-])[O-].[K+].[K+]. The catalyst is C(OC(=O)C)C. The product is [CH2:1]([C@H:6]1[CH2:11][CH2:10][C@H:9]([C:12]2[CH:25]=[CH:24][C:15]([O:16][CH2:17][CH2:22][CH2:21][CH2:20][CH2:19][CH2:18][OH:23])=[CH:14][CH:13]=2)[CH2:8][CH2:7]1)[CH2:2][CH2:3][CH2:4][CH3:5]. The yield is 0.440. (6) The reactants are [C:1]([NH:4][S:5]([C:8]1[CH:13]=[CH:12][CH:11]=[CH:10][C:9]=1[C:14]1[N:19]=[CH:18][C:17]([CH2:20][N:21]2[C:25]([CH2:26][CH2:27][CH3:28])=[CH:24][C:23](C(O)=O)=[N:22]2)=[CH:16][CH:15]=1)(=[O:7])=[O:6])(=[O:3])[CH3:2].CN([CH:35]=[O:36])C.CN(C(ON1N=NC2C=CC=NC1=2)=[N+](C)C)C.F[P-](F)(F)(F)(F)F.[NH2:61][C@H:62]([CH2:68][C:69]1[CH:74]=[CH:73][CH:72]=[CH:71][CH:70]=1)[C@@H:63]([OH:67])[C:64]([OH:66])=[O:65].Cl.CCN(C(C)C)C(C)C. No catalyst specified. The product is [C:1]([NH:4][S:5]([C:8]1[CH:13]=[CH:12][CH:11]=[CH:10][C:9]=1[C:14]1[N:19]=[CH:18][C:17]([CH2:20][N:21]2[C:25]([CH2:26][CH2:27][CH3:28])=[CH:24][C:23]([C:35]([NH:61][C@H:62]([CH2:68][C:69]3[CH:74]=[CH:73][CH:72]=[CH:71][CH:70]=3)[C@@H:63]([OH:67])[C:64]([OH:66])=[O:65])=[O:36])=[N:22]2)=[CH:16][CH:15]=1)(=[O:7])=[O:6])(=[O:3])[CH3:2]. The yield is 0.910.